Predict which catalyst facilitates the given reaction. From a dataset of Catalyst prediction with 721,799 reactions and 888 catalyst types from USPTO. The catalyst class is: 25. Reactant: [OH:1][CH:2]1[CH2:7][CH2:6][N:5](C(OC(C)(C)C)=O)[CH2:4][CH2:3]1.ClCCCl.[C:19](Cl)(=[O:26])[C:20]1[CH:25]=[CH:24][CH:23]=[CH:22][CH:21]=1.C(=O)([O-])O.[Na+]. Product: [C:19]([O:1][CH:2]1[CH2:3][CH2:4][NH:5][CH2:6][CH2:7]1)(=[O:26])[C:20]1[CH:25]=[CH:24][CH:23]=[CH:22][CH:21]=1.